Task: Regression. Given two drug SMILES strings and cell line genomic features, predict the synergy score measuring deviation from expected non-interaction effect.. Dataset: NCI-60 drug combinations with 297,098 pairs across 59 cell lines (1) Drug 1: C1CCC(C(C1)N)N.C(=O)(C(=O)[O-])[O-].[Pt+4]. Drug 2: CC1C(C(CC(O1)OC2CC(CC3=C2C(=C4C(=C3O)C(=O)C5=CC=CC=C5C4=O)O)(C(=O)C)O)N)O. Cell line: 786-0. Synergy scores: CSS=50.0, Synergy_ZIP=-5.52, Synergy_Bliss=-7.83, Synergy_Loewe=-7.50, Synergy_HSA=-5.08. (2) Drug 1: COC1=NC(=NC2=C1N=CN2C3C(C(C(O3)CO)O)O)N. Drug 2: CCC1(CC2CC(C3=C(CCN(C2)C1)C4=CC=CC=C4N3)(C5=C(C=C6C(=C5)C78CCN9C7C(C=CC9)(C(C(C8N6C)(C(=O)OC)O)OC(=O)C)CC)OC)C(=O)OC)O.OS(=O)(=O)O. Cell line: HCC-2998. Synergy scores: CSS=23.8, Synergy_ZIP=-2.95, Synergy_Bliss=-1.18, Synergy_Loewe=-2.92, Synergy_HSA=-2.83. (3) Drug 1: CC(CN1CC(=O)NC(=O)C1)N2CC(=O)NC(=O)C2. Drug 2: C(=O)(N)NO. Cell line: COLO 205. Synergy scores: CSS=48.1, Synergy_ZIP=-6.64, Synergy_Bliss=-2.15, Synergy_Loewe=-17.5, Synergy_HSA=-0.0234. (4) Drug 1: C1=CN(C=N1)CC(O)(P(=O)(O)O)P(=O)(O)O. Drug 2: CC1=C(N=C(N=C1N)C(CC(=O)N)NCC(C(=O)N)N)C(=O)NC(C(C2=CN=CN2)OC3C(C(C(C(O3)CO)O)O)OC4C(C(C(C(O4)CO)O)OC(=O)N)O)C(=O)NC(C)C(C(C)C(=O)NC(C(C)O)C(=O)NCCC5=NC(=CS5)C6=NC(=CS6)C(=O)NCCC[S+](C)C)O. Cell line: TK-10. Synergy scores: CSS=15.4, Synergy_ZIP=-3.52, Synergy_Bliss=2.05, Synergy_Loewe=-8.81, Synergy_HSA=0.314.